This data is from Full USPTO retrosynthesis dataset with 1.9M reactions from patents (1976-2016). The task is: Predict the reactants needed to synthesize the given product. (1) Given the product [CH2:17]([N:2]([CH2:17][C:18]1[CH:23]=[CH:22][CH:21]=[CH:20][CH:19]=1)[C@@H:3]([CH3:9])[C:4]([O:6][CH2:7][CH3:8])=[O:5])[C:18]1[CH:23]=[CH:22][CH:21]=[CH:20][CH:19]=1, predict the reactants needed to synthesize it. The reactants are: Cl.[NH2:2][C@@H:3]([CH3:9])[C:4]([O:6][CH2:7][CH3:8])=[O:5].C([O-])([O-])=O.[K+].[K+].Br[CH2:17][C:18]1[CH:23]=[CH:22][CH:21]=[CH:20][CH:19]=1. (2) Given the product [CH2:22]([C:21]([C:18]1[CH:19]=[CH:20][C:15]([C:12]2[N:11]=[CH:10][C:9]([CH2:8][C:7]([OH:42])=[O:6])=[CH:14][CH:13]=2)=[C:16]([CH3:41])[CH:17]=1)([C:24]1[CH:29]=[CH:28][C:27]([CH2:30][CH2:31][CH:32]([OH:37])[C:33]([CH3:35])([CH3:36])[CH3:34])=[C:26]([CH3:38])[CH:25]=1)[CH2:39][CH3:40])[CH3:23], predict the reactants needed to synthesize it. The reactants are: [OH-].[Na+].O.C([O:6][C:7](=[O:42])[CH2:8][C:9]1[CH:10]=[N:11][C:12]([C:15]2[CH:20]=[CH:19][C:18]([C:21]([CH2:39][CH3:40])([C:24]3[CH:29]=[CH:28][C:27]([CH2:30][CH2:31][CH:32]([OH:37])[C:33]([CH3:36])([CH3:35])[CH3:34])=[C:26]([CH3:38])[CH:25]=3)[CH2:22][CH3:23])=[CH:17][C:16]=2[CH3:41])=[CH:13][CH:14]=1)C.Cl. (3) Given the product [NH2:1][C:2]1[C:11]([O:16][CH3:15])=[N:10][C:9]2[C:4](=[CH:5][C:6]([F:14])=[C:7]([F:13])[CH:8]=2)[N:3]=1, predict the reactants needed to synthesize it. The reactants are: [NH2:1][C:2]1[C:11](Cl)=[N:10][C:9]2[C:4](=[CH:5][C:6]([F:14])=[C:7]([F:13])[CH:8]=2)[N:3]=1.[CH3:15][O-:16].[Na+]. (4) Given the product [C:4]([C:5]1[CH:6]=[CH:7][C:8]([CH:11]2[CH2:16][CH2:15][CH:14]([CH:17]3[CH2:22][CH2:21][CH:20]([CH2:23][CH2:24][CH3:25])[CH2:19][CH2:18]3)[CH2:13][CH2:12]2)=[CH:9][CH:10]=1)#[CH:3], predict the reactants needed to synthesize it. The reactants are: C[Si](C)(C)[C:3]#[C:4][C:5]1[CH:10]=[CH:9][C:8]([CH:11]2[CH2:16][CH2:15][CH:14]([CH:17]3[CH2:22][CH2:21][CH:20]([CH2:23][CH2:24][CH3:25])[CH2:19][CH2:18]3)[CH2:13][CH2:12]2)=[CH:7][CH:6]=1.C([O-])([O-])=O.[K+].[K+].O.